Dataset: Reaction yield outcomes from USPTO patents with 853,638 reactions. Task: Predict the reaction yield, written as a fraction of the theoretical maximum amount of product (1.0 means a 100% yield; for example, 0.34 means a 34% yield). (1) The reactants are [CH2:1]([C:3]1[CH:8]=[CH:7][C:6]([CH2:9][C:10]([O:12][CH2:13][CH3:14])=[O:11])=[CH:5][C:4]=1[O:15]C)[CH3:2].B(Br)(Br)Br. The catalyst is C(Cl)Cl. The product is [CH2:13]([O:12][C:10](=[O:11])[CH2:9][C:6]1[CH:7]=[CH:8][C:3]([CH2:1][CH3:2])=[C:4]([OH:15])[CH:5]=1)[CH3:14]. The yield is 0.710. (2) The reactants are [CH2:1]([O:8][C:9]1[C:10]([NH:22][C:23]2[CH:33]=[CH:32][C:26]([C:27]([O:29][CH2:30][CH3:31])=[O:28])=[CH:25][CH:24]=2)=[CH:11][C:12]2[C:13]([CH3:21])=[CH:14][CH2:15][C:16]([CH3:20])([CH3:19])[C:17]=2[CH:18]=1)[C:2]1[CH:7]=[CH:6][CH:5]=[CH:4][CH:3]=1.[CH:34](=O)[CH2:35][CH3:36]. No catalyst specified. The product is [CH2:1]([O:8][C:9]1[C:10]([N:22]([CH2:34][CH2:35][CH3:36])[C:23]2[CH:24]=[CH:25][C:26]([C:27]([O:29][CH2:30][CH3:31])=[O:28])=[CH:32][CH:33]=2)=[CH:11][C:12]2[C:13]([CH3:21])=[CH:14][CH2:15][C:16]([CH3:19])([CH3:20])[C:17]=2[CH:18]=1)[C:2]1[CH:7]=[CH:6][CH:5]=[CH:4][CH:3]=1. The yield is 0.650. (3) The reactants are [NH2:1][C:2]1[C:11]([SH:12])=[CH:10][C:5]([C:6]([O:8][CH3:9])=[O:7])=[C:4]([NH:13][C:14]2[CH:19]=[CH:18][CH:17]=[CH:16][C:15]=2[F:20])[C:3]=1[F:21].[CH3:22]C1C=CC(S(O)(=O)=O)=CC=1.O. The catalyst is C(OC)(OC)OC. The product is [F:21][C:3]1[C:2]2[N:1]=[CH:22][S:12][C:11]=2[CH:10]=[C:5]([C:6]([O:8][CH3:9])=[O:7])[C:4]=1[NH:13][C:14]1[CH:19]=[CH:18][CH:17]=[CH:16][C:15]=1[F:20]. The yield is 0.920. (4) The reactants are N[C:2]1[N:10]=[C:9]2[C:5]([N:6]=[CH:7][NH:8]2)=[C:4]([NH:11][C@H:12]([C:14]2[N:15]=[C:16]3[S:30][CH:29]=[C:28]([CH3:31])[N:17]3[C:18](=[O:27])[C:19]=2[C:20]2[CH:25]=[CH:24][CH:23]=[C:22]([F:26])[CH:21]=2)[CH3:13])[N:3]=1.N([O-])=[O:33].[Na+]. The catalyst is C(O)(=O)C.O. The product is [F:26][C:22]1[CH:21]=[C:20]([C:19]2[C:18](=[O:27])[N:17]3[C:28]([CH3:31])=[CH:29][S:30][C:16]3=[N:15][C:14]=2[C@@H:12]([NH:11][C:4]2[N:3]=[C:2]([OH:33])[N:10]=[C:9]3[C:5]=2[N:6]=[CH:7][NH:8]3)[CH3:13])[CH:25]=[CH:24][CH:23]=1. The yield is 0.200.